From a dataset of Forward reaction prediction with 1.9M reactions from USPTO patents (1976-2016). Predict the product of the given reaction. (1) Given the reactants [CH3:1][S:2]([C:5]1[CH:10]=[C:9]([N+:11]([O-])=O)[CH:8]=[C:7]([O:14][CH3:15])[CH:6]=1)(=[O:4])=[O:3], predict the reaction product. The product is: [CH3:1][S:2]([C:5]1[CH:10]=[C:9]([CH:8]=[C:7]([O:14][CH3:15])[CH:6]=1)[NH2:11])(=[O:3])=[O:4]. (2) Given the reactants [NH2:1][C:2]([C:4]1[CH:14]=[CH:13][C:7]([C:8]([O:10]CC)=[O:9])=[CH:6][C:5]=1[NH:15][CH:16]1[CH2:20][CH2:19][CH2:18][CH2:17]1)=[O:3].[OH-].[K+].Cl, predict the reaction product. The product is: [NH2:1][C:2]([C:4]1[CH:14]=[CH:13][C:7]([C:8]([OH:10])=[O:9])=[CH:6][C:5]=1[NH:15][CH:16]1[CH2:20][CH2:19][CH2:18][CH2:17]1)=[O:3]. (3) Given the reactants [CH3:1][C:2]1[CH:7]=[C:6]([NH:8][C:9]([C:11]2[C:16](Br)=[N:15][CH:14]=[CH:13][N:12]=2)=[O:10])[CH:5]=[CH:4][N:3]=1.[NH2:18][C:19]1[CH:24]=[CH:23][CH:22]=[CH:21][CH:20]=1.C1(P(C2C=CC=CC=2)C2C3OC4C(=CC=CC=4P(C4C=CC=CC=4)C4C=CC=CC=4)C(C)(C)C=3C=CC=2)C=CC=CC=1.C(=O)([O-])[O-].[Cs+].[Cs+], predict the reaction product. The product is: [CH3:1][C:2]1[CH:7]=[C:6]([NH:8][C:9]([C:11]2[C:16]([NH:18][C:19]3[CH:24]=[CH:23][CH:22]=[CH:21][CH:20]=3)=[N:15][CH:14]=[CH:13][N:12]=2)=[O:10])[CH:5]=[CH:4][N:3]=1. (4) Given the reactants [CH2:1]1[CH:6]([C:7]([OH:9])=[O:8])[CH2:5][C:3](=[O:4])[CH2:2]1.C(=O)([O-])[O-].[Cs+].[Cs+].[CH2:16](I)[CH3:17], predict the reaction product. The product is: [CH2:16]([O:8][C:7]([CH:6]1[CH2:1][CH2:2][C:3](=[O:4])[CH2:5]1)=[O:9])[CH3:17]. (5) The product is: [O:18]1[CH2:23][CH2:22][CH:21]([C:24]2[N:25]=[C:8]([OH:9])[CH:7]=[C:6]([OH:13])[N:26]=2)[CH2:20][CH2:19]1. Given the reactants [H-].[Na+].C(O)C.[C:6](OCC)(=[O:13])[CH2:7][C:8](OCC)=[O:9].Cl.[O:18]1[CH2:23][CH2:22][CH:21]([C:24](=[NH:26])[NH2:25])[CH2:20][CH2:19]1, predict the reaction product. (6) The product is: [CH:1]1[CH:2]=[C:3]([N:9]2[CH2:14][CH2:13][N:12]([CH2:15][CH2:16][CH2:17][CH2:18][O:19][C:20]3[CH:21]=[CH:22][C:23]4[CH2:30][CH2:29][C:27](=[O:28])[NH:26][C:24]=4[CH:25]=3)[CH2:11][CH2:10]2)[C:4]([Cl:8])=[C:5]([Cl:7])[CH:6]=1.[C:31]([OH:39])(=[O:38])[C:32]1[CH:37]=[CH:36][CH:35]=[N:34][CH:33]=1. Given the reactants [CH:1]1[CH:2]=[C:3]([N:9]2[CH2:14][CH2:13][N:12]([CH2:15][CH2:16][CH2:17][CH2:18][O:19][C:20]3[CH:21]=[CH:22][C:23]4[CH2:30][CH2:29][C:27](=[O:28])[NH:26][C:24]=4[CH:25]=3)[CH2:11][CH2:10]2)[C:4]([Cl:8])=[C:5]([Cl:7])[CH:6]=1.[C:31]([OH:39])(=[O:38])[C:32]1[CH:37]=[CH:36][CH:35]=[N:34][CH:33]=1.C(O)C, predict the reaction product.